This data is from Full USPTO retrosynthesis dataset with 1.9M reactions from patents (1976-2016). The task is: Predict the reactants needed to synthesize the given product. (1) Given the product [CH3:1][O:2][C:3]1[CH:4]=[CH:5][C:6]([CH2:7][O:8][C:9]2[C:10]([C:15]([OH:17])=[O:16])=[N:11][CH:12]=[CH:13][CH:14]=2)=[CH:19][CH:20]=1, predict the reactants needed to synthesize it. The reactants are: [CH3:1][O:2][C:3]1[CH:20]=[CH:19][C:6]([CH2:7][O:8][C:9]2[C:10]([C:15]([O:17]C)=[O:16])=[N:11][CH:12]=[CH:13][CH:14]=2)=[CH:5][CH:4]=1.[Li+].[OH-].C(O)(=O)C. (2) Given the product [Cl:5][C:6]1[C:10]([NH:11][CH2:12][CH3:13])=[CH:9][N:8]([C:14]2[CH:15]=[N:16][CH:17]=[CH:18][CH:19]=2)[N:7]=1, predict the reactants needed to synthesize it. The reactants are: [OH-].[Na+].Cl.Cl.[Cl:5][C:6]1[C:10]([NH:11][CH2:12][CH3:13])=[CH:9][N:8]([C:14]2[CH:15]=[N:16][CH:17]=[CH:18][CH:19]=2)[N:7]=1. (3) Given the product [F:1][C:2]1[CH:11]=[C:10]2[C:5]([C:6]([CH3:13])=[CH:7][NH:8][C:9]2=[O:12])=[CH:4][C:3]=1[O:14][CH:15]1[CH2:16][CH2:17][N:18]([CH:21]([CH3:23])[CH3:22])[CH2:19][CH2:20]1, predict the reactants needed to synthesize it. The reactants are: [F:1][C:2]1[CH:11]=[C:10]2[C:5]([C:6]([CH3:13])=[CH:7][NH:8][C:9]2=[O:12])=[CH:4][C:3]=1[O:14][CH:15]1[CH2:20][CH2:19][NH:18][CH2:17][CH2:16]1.[CH:21](Br)([CH3:23])[CH3:22].C(N(CC)CC)C. (4) Given the product [CH2:26]([C@@H:33]1[CH2:37][O:36][C:35](=[O:38])[N:34]1[C:11](=[O:12])[CH2:10][CH2:9][CH2:8][CH2:7][O:6][Si:5]([C:1]([CH3:3])([CH3:2])[CH3:4])([C:20]1[CH:25]=[CH:24][CH:23]=[CH:22][CH:21]=1)[C:14]1[CH:15]=[CH:16][CH:17]=[CH:18][CH:19]=1)[C:27]1[CH:28]=[CH:29][CH:30]=[CH:31][CH:32]=1, predict the reactants needed to synthesize it. The reactants are: [C:1]([Si:5]([C:20]1[CH:25]=[CH:24][CH:23]=[CH:22][CH:21]=1)([C:14]1[CH:19]=[CH:18][CH:17]=[CH:16][CH:15]=1)[O:6][CH2:7][CH2:8][CH2:9][CH2:10][C:11](O)=[O:12])([CH3:4])([CH3:3])[CH3:2].[CH2:26]([C@@H:33]1[CH2:37][O:36][C:35](=[O:38])[NH:34]1)[C:27]1[CH:32]=[CH:31][CH:30]=[CH:29][CH:28]=1.CCN=C=NCCCN(C)C.Cl. (5) Given the product [CH2:87]([C@@H:91]1[C@H:104]2[C@@H:95]([C:96]3[C:101]([CH2:102][CH2:103]2)=[CH:100][C:99]([OH:105])=[CH:98][CH:97]=3)[C@@H:94]([CH3:107])[C:93](=[O:108])[CH2:92]1)[CH2:88][CH2:89][CH3:90], predict the reactants needed to synthesize it. The reactants are: C([C@@H]1[C@H]2[C@@H](C3C(CC2)=CC(O)=CC=3)CC(=O)[C@H]1C)CCC.C([C@@H]1[C@H]2[C@@H](C3C(CC2)=CC(O)=CC=3)CC(=O)[C@@H]1C)CCC.C([C@@H]1[C@H]2[C@@H](C3C(CC2)=CC(OC)=CC=3)CC(=O)[C@H]1C)CCC.C([C@@H]1[C@H]2[C@@H](C3C(CC2)=CC(OC)=CC=3)CC(=O)[C@@H]1C)CCC.[CH2:87]([C@@H:91]1[C@H:104]2[C@@H:95]([C:96]3[C:101]([CH2:102][CH2:103]2)=[CH:100][C:99]([O:105]C)=[CH:98][CH:97]=3)[C@@H:94]([CH3:107])[C:93](=[O:108])[CH2:92]1)[CH2:88][CH2:89][CH3:90]. (6) Given the product [ClH:52].[ClH:52].[Br:1][C:2]1[CH:3]=[C:4]([CH:9]=[C:10]([CH2:12][N:13]([CH2:15][CH2:16][CH2:17][CH3:18])[CH3:14])[CH:11]=1)[C:5]([NH:54][C@@H:55]([CH2:71][C:72]1[CH:73]=[C:74]([F:79])[CH:75]=[C:76]([F:78])[CH:77]=1)[C@H:56]([OH:70])[CH2:57][NH:58][C:59]1([C:62]2[CH:67]=[CH:66][CH:65]=[C:64]([C:68]#[CH:69])[CH:63]=2)[CH2:61][CH2:60]1)=[O:7], predict the reactants needed to synthesize it. The reactants are: [Br:1][C:2]1[CH:3]=[C:4]([CH:9]=[C:10]([CH2:12][N:13]([CH2:15][CH2:16][CH2:17][CH3:18])[CH3:14])[CH:11]=1)[C:5]([O:7]C)=O.C(N(C(C)C)CC)(C)C.CN(C(ON1N=NC2C=CC=NC1=2)=[N+](C)C)C.F[P-](F)(F)(F)(F)F.[ClH:52].Cl.[NH2:54][C@@:55](C)([CH2:71][C:72]1[CH:77]=[C:76]([F:78])[CH:75]=[C:74]([F:79])[CH:73]=1)[C@H:56]([OH:70])[CH2:57][NH:58][C:59]1([C:62]2[CH:67]=[CH:66][CH:65]=[C:64]([C:68]#[CH:69])[CH:63]=2)[CH2:61][CH2:60]1. (7) Given the product [C:34]([N:2]1[CH2:7][CH2:6][CH2:5][C@H:4]([NH:8][C:9]([C:11]2[C:15]3[N:16]=[CH:17][N:18]=[C:19]([C:20]4[CH:25]=[C:24]([F:26])[C:23]([O:27][CH3:28])=[CH:22][C:21]=4[O:29][CH2:30][CH:31]4[CH2:32][CH2:33]4)[C:14]=3[NH:13][CH:12]=2)=[O:10])[CH2:3]1)(=[O:37])[CH2:35][CH3:36], predict the reactants needed to synthesize it. The reactants are: Cl.[NH:2]1[CH2:7][CH2:6][CH2:5][C@H:4]([NH:8][C:9]([C:11]2[C:15]3[N:16]=[CH:17][N:18]=[C:19]([C:20]4[CH:25]=[C:24]([F:26])[C:23]([O:27][CH3:28])=[CH:22][C:21]=4[O:29][CH2:30][CH:31]4[CH2:33][CH2:32]4)[C:14]=3[NH:13][CH:12]=2)=[O:10])[CH2:3]1.[C:34](Cl)(=[O:37])[CH2:35][CH3:36].